This data is from Catalyst prediction with 721,799 reactions and 888 catalyst types from USPTO. The task is: Predict which catalyst facilitates the given reaction. (1) Reactant: C1(N2C3N=C(N[C:17]4[CH:18]=[CH:19][C:20]([C:28]([OH:30])=O)=[C:21]5[C:25]=4[O:24][C:23]([CH3:27])([CH3:26])[CH2:22]5)N=CC=3N(C)C(=O)[C@H]2CC)CCCC1.F[B-](F)(F)F.[N:40]1(OC(N(C)C)=[N+](C)C)C2C=CC=CC=2N=N1.C(N(C(C)C)CC)(C)C.C(=O)(O)[O-].[Na+]. Product: [CH3:26][C:23]1([CH3:27])[CH2:22][C:21]2=[C:20]([C:28]([NH2:40])=[O:30])[CH:19]=[CH:18][CH:17]=[C:25]2[O:24]1. The catalyst class is: 4. (2) Reactant: [Cl:1][C:2]1[CH:7]=[CH:6][C:5](B(O)O)=[CH:4][C:3]=1[N+:11]([O-:13])=[O:12].C([O-])(O)=O.[Na+].Br[C:20]1[CH:25]=[CH:24][CH:23]=[CH:22][N:21]=1. Product: [Cl:1][C:2]1[CH:7]=[CH:6][C:5]([C:20]2[CH:25]=[CH:24][CH:23]=[CH:22][N:21]=2)=[CH:4][C:3]=1[N+:11]([O-:13])=[O:12]. The catalyst class is: 103. (3) The catalyst class is: 1. Product: [Br:13][C:14]1[CH:19]=[C:18]([Br:20])[CH:17]=[C:16]([F:21])[C:15]=1[CH:25]=[O:26]. Reactant: C(NC(C)C)(C)C.C([Li])CCC.[Br:13][C:14]1[CH:15]=[C:16]([F:21])[CH:17]=[C:18]([Br:20])[CH:19]=1.CN([CH:25]=[O:26])C.